Task: Regression/Classification. Given a drug SMILES string, predict its toxicity properties. Task type varies by dataset: regression for continuous values (e.g., LD50, hERG inhibition percentage) or binary classification for toxic/non-toxic outcomes (e.g., AMES mutagenicity, cardiotoxicity, hepatotoxicity). Dataset: herg_karim.. Dataset: hERG potassium channel inhibition data for cardiac toxicity prediction from Karim et al. (1) The molecule is CC(C)S(=O)(=O)NC1COCC1c1ccc(-c2ccc(F)cn2)cc1. The result is 0 (non-blocker). (2) The compound is C[C@H]1CCCN1CCCOc1ccc(N2CCN(C(=O)c3ccc(C#N)cc3)CC2=O)cc1. The result is 0 (non-blocker). (3) The molecule is CNc1nn2c(C)cc(C)nc2c1S(=O)(=O)c1ccccc1. The result is 0 (non-blocker). (4) The compound is COc1ccccc1CN1CCC(C#N)(CNC(=O)c2cc(CC(C)C)n(-c3ccccc3)n2)CC1. The result is 1 (blocker). (5) The molecule is FC(F)(F)c1cc(Nc2ccncc2)nc(NCc2ccc3c(c2)OCO3)n1. The result is 0 (non-blocker).